This data is from Retrosynthesis with 50K atom-mapped reactions and 10 reaction types from USPTO. The task is: Predict the reactants needed to synthesize the given product. (1) Given the product Cc1cncc(-c2ccc(-c3cc4cnc(S(C)=O)nc4n(CC[C@H]4COC(C)(C)O4)c3=O)c(Cl)c2)n1, predict the reactants needed to synthesize it. The reactants are: CSc1ncc2cc(-c3ccc(-c4cncc(C)n4)cc3Cl)c(=O)n(CC[C@H]3COC(C)(C)O3)c2n1.O=C([O-])O. (2) Given the product Brc1cnc2[nH]c(-c3ccc(CN4CCNCC4)cc3)nc2c1N1CCN(Cc2cccnc2)CC1, predict the reactants needed to synthesize it. The reactants are: CC(C)(C)OC(=O)N1CCN(Cc2ccc(-c3nc4c(N5CCN(Cc6cccnc6)CC5)c(Br)cnc4[nH]3)cc2)CC1.